This data is from Forward reaction prediction with 1.9M reactions from USPTO patents (1976-2016). The task is: Predict the product of the given reaction. Given the reactants [Br:1][C:2]1[CH:3]=[CH:4][CH:5]=[C:6]2[C:28]=1[C:9]1([CH2:14][CH2:13][N:12]([C:15](=[O:27])[NH:16][CH:17]3[CH:24]4[CH2:25][CH:20]5[CH2:21][CH:22]([CH2:26][CH:18]3[CH2:19]5)[CH2:23]4)[CH2:11][CH2:10]1)[CH2:8][CH:7]2[CH2:29][C:30](O)=[O:31].[NH3:33], predict the reaction product. The product is: [NH2:33][C:30](=[O:31])[CH2:29][CH:7]1[C:6]2[C:28](=[C:2]([Br:1])[CH:3]=[CH:4][CH:5]=2)[C:9]2([CH2:10][CH2:11][N:12]([C:15]([NH:16][CH:17]3[CH:24]4[CH2:23][CH:22]5[CH2:21][CH:20]([CH2:19][CH:18]3[CH2:26]5)[CH2:25]4)=[O:27])[CH2:13][CH2:14]2)[CH2:8]1.